From a dataset of Catalyst prediction with 721,799 reactions and 888 catalyst types from USPTO. Predict which catalyst facilitates the given reaction. Product: [CH3:1][N:2]1[C:10]2[C:5](=[CH:6][CH:7]=[CH:8][CH:9]=2)[C:4]([CH2:11][CH:12]([CH3:14])[CH3:13])=[C:3]1[C:15]([NH:17][C@H:18]([C:22]([NH:24][CH:25]([C:34](=[O:37])[CH2:35][O:47][C:44]1[CH:45]=[CH:46][C:41]([F:40])=[CH:42][CH:43]=1)[CH2:26][C:27]([O:29][C:30]([CH3:33])([CH3:32])[CH3:31])=[O:28])=[O:23])[CH:19]([CH3:21])[CH3:20])=[O:16]. The catalyst class is: 3. Reactant: [CH3:1][N:2]1[C:10]2[C:5](=[CH:6][CH:7]=[CH:8][CH:9]=2)[C:4]([CH2:11][CH:12]([CH3:14])[CH3:13])=[C:3]1[C:15]([NH:17][C@H:18]([C:22]([NH:24][CH:25]([C:34](=[O:37])[CH2:35]Br)[CH2:26][C:27]([O:29][C:30]([CH3:33])([CH3:32])[CH3:31])=[O:28])=[O:23])[CH:19]([CH3:21])[CH3:20])=[O:16].[F-].[K+].[F:40][C:41]1[CH:46]=[CH:45][C:44]([OH:47])=[CH:43][CH:42]=1.CCCCCC.CCOC(C)=O.